From a dataset of Peptide-MHC class II binding affinity with 134,281 pairs from IEDB. Regression. Given a peptide amino acid sequence and an MHC pseudo amino acid sequence, predict their binding affinity value. This is MHC class II binding data. (1) The peptide sequence is DADLAKPLIKWDLLK. The MHC is DRB1_0101 with pseudo-sequence DRB1_0101. The binding affinity (normalized) is 0.780. (2) The peptide sequence is LASVAMCRTPFSLAEHHHHHH. The MHC is HLA-DQA10501-DQB10302 with pseudo-sequence HLA-DQA10501-DQB10302. The binding affinity (normalized) is 0.425. (3) The peptide sequence is NLWKMKTGRRGSANG. The MHC is DRB3_0101 with pseudo-sequence DRB3_0101. The binding affinity (normalized) is 0. (4) The peptide sequence is RNVRFSDEGGFTCFF. The MHC is DRB4_0101 with pseudo-sequence DRB4_0103. The binding affinity (normalized) is 0.364.